Dataset: Forward reaction prediction with 1.9M reactions from USPTO patents (1976-2016). Task: Predict the product of the given reaction. (1) Given the reactants F[C:2]1[CH:7]=[CH:6][C:5]([N+:8]([O-:10])=[O:9])=[CH:4][CH:3]=1.[OH:11][CH:12]1[CH2:17][CH2:16][N:15]([C:18]([O:20][C:21]([CH3:24])([CH3:23])[CH3:22])=[O:19])[CH2:14][CH2:13]1, predict the reaction product. The product is: [C:21]([O:20][C:18]([N:15]1[CH2:16][CH2:17][CH:12]([O:11][C:2]2[CH:7]=[CH:6][C:5]([N+:8]([O-:10])=[O:9])=[CH:4][CH:3]=2)[CH2:13][CH2:14]1)=[O:19])([CH3:24])([CH3:22])[CH3:23]. (2) The product is: [CH2:43]([O:42][C:40](=[O:41])[C:39]1[CH:38]=[C:37]([C:9]2[S:10][C:5]3[CH:4]=[C:3]([Si:2]([CH3:12])([CH3:11])[CH3:1])[S:7][C:6]=3[CH:8]=2)[C:36]([C:35]([O:34][CH2:32][CH3:33])=[O:49])=[CH:46][C:45]=1[Br:47])[CH3:44]. Given the reactants [CH3:1][Si:2]([CH3:12])([CH3:11])[C:3]1[S:7][C:6]2[CH:8]=[CH:9][S:10][C:5]=2[CH:4]=1.C([Li])CCC.C([Sn](Cl)(CCCC)CCCC)CCC.[CH2:32]([O:34][C:35](=[O:49])[C:36]1[CH:46]=[C:45]([Br:47])[C:39]([C:40]([O:42][CH2:43][CH3:44])=[O:41])=[CH:38][C:37]=1Br)[CH3:33], predict the reaction product. (3) Given the reactants S([O-])([O-])=O.[Na+].[Na+].P([O-])([O-])([O-])=O.[Na+].[Na+].[Na+].[F:15][C:16]([F:28])([F:27])[C:17]1[CH:22]=[CH:21][C:20]([S:23](Cl)(=[O:25])=[O:24])=[CH:19][CH:18]=1.[F:29][C:30]([F:41])([F:40])[C:31]1[CH:38]=[CH:37][C:36]([F:39])=[CH:35][C:32]=1[CH2:33]Br, predict the reaction product. The product is: [F:39][C:36]1[CH:37]=[CH:38][C:31]([C:30]([F:29])([F:40])[F:41])=[C:32]([CH2:33][S:23]([C:20]2[CH:21]=[CH:22][C:17]([C:16]([F:28])([F:27])[F:15])=[CH:18][CH:19]=2)(=[O:25])=[O:24])[CH:35]=1.